From a dataset of Full USPTO retrosynthesis dataset with 1.9M reactions from patents (1976-2016). Predict the reactants needed to synthesize the given product. (1) Given the product [C:1]([O:5][C:6](=[O:20])[NH:7][CH2:8][CH2:9][N:10]1[C:18]2[C:17]([NH:21][C:22]3[CH:39]=[CH:38][C:25]([O:26][C:27]4[CH:32]=[CH:31][CH:30]=[C:29]([C:33]5([C:36]#[N:37])[CH2:34][CH2:35]5)[CH:28]=4)=[C:24]([Cl:40])[CH:23]=3)=[N:16][CH:15]=[N:14][C:13]=2[CH:12]=[CH:11]1)([CH3:4])([CH3:3])[CH3:2], predict the reactants needed to synthesize it. The reactants are: [C:1]([O:5][C:6](=[O:20])[NH:7][CH2:8][CH2:9][N:10]1[C:18]2[C:17](Cl)=[N:16][CH:15]=[N:14][C:13]=2[CH:12]=[CH:11]1)([CH3:4])([CH3:3])[CH3:2].[NH2:21][C:22]1[CH:39]=[CH:38][C:25]([O:26][C:27]2[CH:28]=[C:29]([C:33]3([C:36]#[N:37])[CH2:35][CH2:34]3)[CH:30]=[CH:31][CH:32]=2)=[C:24]([Cl:40])[CH:23]=1. (2) Given the product [S:8]1[C:3]2[CH:4]=[CH:5][CH:6]=[CH:7][C:2]=2[N:1]=[C:9]1[CH2:10][C:11]#[N:12], predict the reactants needed to synthesize it. The reactants are: [NH2:1][C:2]1[CH:7]=[CH:6][CH:5]=[CH:4][C:3]=1[SH:8].[C:9](#N)[CH2:10][C:11]#[N:12].CC(O)=O.